Dataset: hERG Central: cardiac toxicity at 1µM, 10µM, and general inhibition. Task: Predict hERG channel inhibition at various concentrations. (1) The drug is Cc1c(NC(=O)c2cc(-c3ccc(Cl)cc3)on2)c(=O)n(-c2ccccc2)n1C. Results: hERG_inhib (hERG inhibition (general)): blocker. (2) The molecule is O=C(Nc1cccc(-c2cccc(Cl)c2)c1)C1CCN(C2CCC2)CC1. Results: hERG_inhib (hERG inhibition (general)): blocker. (3) The drug is O=C(Oc1c(-c2ccccc2)c(=O)n2c3c(cccc13)CC2)c1ccco1. Results: hERG_inhib (hERG inhibition (general)): blocker. (4) The compound is CCn1c(=O)c(C(=O)NCc2cccnc2)c(O)c2ccccc21. Results: hERG_inhib (hERG inhibition (general)): blocker. (5) The drug is O=C(c1ccc(-n2cncn2)c([N+](=O)[O-])c1)N1CCN(S(=O)(=O)c2ccc(Br)cc2)CC1. Results: hERG_inhib (hERG inhibition (general)): blocker. (6) The molecule is COc1cc(CN2CCCC(C(=O)c3ccc(SC)cc3)C2)cc(Cl)c1O. Results: hERG_inhib (hERG inhibition (general)): blocker.